This data is from Forward reaction prediction with 1.9M reactions from USPTO patents (1976-2016). The task is: Predict the product of the given reaction. (1) Given the reactants [CH3:1][O:2][C:3](=[O:19])[C@@:4]([OH:18])([C:11]1[CH:16]=[CH:15][CH:14]=[C:13]([OH:17])[CH:12]=1)[C:5]1[CH:10]=[CH:9][CH:8]=[CH:7][CH:6]=1.C(=O)([O-])[O-].[K+].[K+].Br[CH2:27][CH2:28][CH2:29][NH:30][C:31](=[O:37])[O:32][C:33]([CH3:36])([CH3:35])[CH3:34], predict the reaction product. The product is: [C:33]([O:32][C:31]([NH:30][CH2:29][CH2:28][CH2:27][O:17][C:13]1[CH:12]=[C:11]([C@@:4]([OH:18])([C:5]2[CH:6]=[CH:7][CH:8]=[CH:9][CH:10]=2)[C:3]([O:2][CH3:1])=[O:19])[CH:16]=[CH:15][CH:14]=1)=[O:37])([CH3:36])([CH3:35])[CH3:34]. (2) The product is: [CH3:21][O:22][C:23]1[N:28]=[CH:27][C:26]([C:2]2[CH:20]=[CH:19][C:5]3[N:6]=[C:7]([C@H:9]4[CH2:12][C@H:11]([N:13]5[CH2:17][CH2:16][CH2:15][C@@H:14]5[CH3:18])[CH2:10]4)[S:8][C:4]=3[CH:3]=2)=[CH:25][N:24]=1. Given the reactants Br[C:2]1[CH:20]=[CH:19][C:5]2[N:6]=[C:7]([C@H:9]3[CH2:12][C@H:11]([N:13]4[CH2:17][CH2:16][CH2:15][C@H:14]4[CH3:18])[CH2:10]3)[S:8][C:4]=2[CH:3]=1.[CH3:21][O:22][C:23]1[N:28]=[CH:27][C:26](B(O)O)=[CH:25][N:24]=1.N1C=C(B(O)O)C=NC=1, predict the reaction product. (3) Given the reactants [Cl:1][C:2]1[C:11]2[C:6](=[CH:7][CH:8]=[C:9]([F:12])[CH:10]=2)[N:5]=[CH:4][C:3]=1[C:13](=[O:15])[CH3:14].[BH4-].[Na+], predict the reaction product. The product is: [Cl:1][C:2]1[C:11]2[C:6](=[CH:7][CH:8]=[C:9]([F:12])[CH:10]=2)[N:5]=[CH:4][C:3]=1[CH:13]([OH:15])[CH3:14]. (4) Given the reactants [H-].[Na+].[C:3]([C:12]1[CH:17]=[CH:16][C:15](O)=[CH:14][CH:13]=1)([C:5]1[CH:10]=[CH:9][C:8]([OH:11])=[CH:7][CH:6]=1)=C.ClC[C@H:21]1[CH2:25][O:24][C:23]([CH3:27])([CH3:26])[O:22]1.Cl[CH2:29][C@@H]1COC(C)(C)O1.CN(C)[CH:39]=[O:40], predict the reaction product. The product is: [CH3:26][C:23]1([CH3:27])[O:24][CH:25]([CH2:39][O:40][C:17]2([CH:12]=[CH:3][C:5]3[CH:6]=[CH:7][C:8]([OH:11])=[CH:9][CH:10]=3)[CH:16]=[CH:15][CH:14]=[CH:13][CH2:29]2)[CH2:21][O:22]1. (5) Given the reactants C(OC([N:8]1[CH2:14][CH2:13][C:12]([CH2:31][C:32]([O:34][C:35]([CH3:38])([CH3:37])[CH3:36])=[O:33])([C:15]2[S:16][C:17]([C:20]3[CH:25]=[CH:24][C:23]([C:26]4[O:30][CH:29]=[N:28][CH:27]=4)=[CH:22][CH:21]=3)=[CH:18][CH:19]=2)[S:11](=[O:40])(=[O:39])[CH2:10][CH2:9]1)=O)(C)(C)C.[ClH:41], predict the reaction product. The product is: [ClH:41].[O:30]1[C:26]([C:23]2[CH:22]=[CH:21][C:20]([C:17]3[S:16][C:15]([C:12]4([CH2:31][C:32]([O:34][C:35]([CH3:38])([CH3:37])[CH3:36])=[O:33])[S:11](=[O:40])(=[O:39])[CH2:10][CH2:9][NH:8][CH2:14][CH2:13]4)=[CH:19][CH:18]=3)=[CH:25][CH:24]=2)=[CH:27][N:28]=[CH:29]1. (6) Given the reactants [NH:1]1[C:9]2[C:4](=[CH:5][CH:6]=[CH:7][CH:8]=2)[C:3]([CH2:10][C:11](=[O:15])[C:12]([O-:14])=[O:13])=[CH:2]1.[C:16]([O-:21])(=[O:20])[C:17]([CH3:19])=[O:18].C[C@H]1NCCNC1.[NH2:29][C@@H:30]([C:32]([OH:34])=[O:33])[CH3:31], predict the reaction product. The product is: [CH:6]1[CH:5]=[C:4]2[C:3]([CH2:10][C@@:11]([OH:15])([C:12]([OH:14])=[O:13])[CH2:31][C@H:30]([NH2:29])[C:32]([OH:34])=[O:33])=[CH:2][NH:1][C:9]2=[CH:8][CH:7]=1.[C:16]([O-:21])(=[O:20])[C:17]([CH3:19])=[O:18]. (7) Given the reactants C(Cl)CCl.[CH3:5][NH:6][CH2:7][C:8]1[NH:9][C:10]2[C:15]([C:16]=1[CH:17]=[CH2:18])=[CH:14][CH:13]=[CH:12][CH:11]=2.Cl.[O:20]=[C:21]1[CH2:26][O:25][C:24]2[CH:27]=[C:28](/[CH:31]=[CH:32]/[C:33](O)=[O:34])[CH:29]=[N:30][C:23]=2[NH:22]1.C1C=CC2N(O)N=NC=2C=1.CCN(C(C)C)C(C)C, predict the reaction product. The product is: [CH3:5][N:6]([CH2:7][C:8]1[NH:9][C:10]2[C:15]([C:16]=1[CH:17]=[CH2:18])=[CH:14][CH:13]=[CH:12][CH:11]=2)[C:33](=[O:34])/[CH:32]=[CH:31]/[C:28]1[CH:29]=[N:30][C:23]2[NH:22][C:21](=[O:20])[CH2:26][O:25][C:24]=2[CH:27]=1. (8) Given the reactants C(OC(=O)C1C=CC(NC(=O)C(N2C3C=C(F)C(F)=CC=3N=C2C2C=CC(Cl)=CC=2)C2CCCCC2)=CC=1)C.[Cl:40][C:41]1[CH:46]=[CH:45][C:44]([C:47]2[N:51]([CH:52]([CH:56]3[CH2:61][CH2:60][CH2:59][CH2:58][CH2:57]3)[C:53](O)=[O:54])[C:50]3[CH:62]=[C:63]([F:67])[C:64]([F:66])=[CH:65][C:49]=3[N:48]=2)=[CH:43][CH:42]=1.[CH3:68][O:69][C:70](=[O:81])[C:71]1[CH:76]=[C:75]([F:77])[C:74]([NH2:78])=[C:73]([C:79]#[N:80])[CH:72]=1, predict the reaction product. The product is: [CH3:68][O:69][C:70](=[O:81])[C:71]1[CH:76]=[C:75]([F:77])[C:74]([NH:78][C:53](=[O:54])[CH:52]([N:51]2[C:50]3[CH:62]=[C:63]([F:67])[C:64]([F:66])=[CH:65][C:49]=3[N:48]=[C:47]2[C:44]2[CH:45]=[CH:46][C:41]([Cl:40])=[CH:42][CH:43]=2)[CH:56]2[CH2:57][CH2:58][CH2:59][CH2:60][CH2:61]2)=[C:73]([C:79]#[N:80])[CH:72]=1. (9) The product is: [Cl:1][C:2]1[N:3]=[CH:4][C:5]2[CH:6]=[CH:7][C:8]3[C:14]4[C:15](=[O:18])[CH2:16][CH2:17][C:13]=4[NH:12][C:9]=3[C:10]=2[CH:11]=1. Given the reactants [Cl:1][C:2]1[N:3]=[CH:4][C:5]2[C:10]([CH:11]=1)=[C:9]([NH2:12])[CH:8]=[CH:7][CH:6]=2.[C:13]1(=O)[CH2:17][CH2:16][C:15](=[O:18])[CH2:14]1, predict the reaction product.